From a dataset of Full USPTO retrosynthesis dataset with 1.9M reactions from patents (1976-2016). Predict the reactants needed to synthesize the given product. (1) Given the product [OH:10][CH2:1][C:2]1[CH:9]=[CH:8][C:5]([CH:6]=[O:7])=[CH:4][CH:3]=1, predict the reactants needed to synthesize it. The reactants are: [CH:1](=[O:10])[C:2]1[CH:9]=[CH:8][C:5]([CH:6]=[O:7])=[CH:4][CH:3]=1.[BH4-].[Na+]. (2) Given the product [F:1][C:2]1[CH:22]=[CH:21][C:5]([CH2:6][CH2:7][C:8]2[CH:16]=[CH:15][C:11]([CH2:12][OH:13])=[CH:10][C:9]=2[C:17]([O:19][CH3:20])=[O:18])=[CH:4][CH:3]=1, predict the reactants needed to synthesize it. The reactants are: [F:1][C:2]1[CH:22]=[CH:21][C:5]([CH2:6][CH2:7][C:8]2[CH:16]=[CH:15][C:11]([C:12](O)=[O:13])=[CH:10][C:9]=2[C:17]([O:19][CH3:20])=[O:18])=[CH:4][CH:3]=1.O1CCCC1.B. (3) The reactants are: [F:1][C:2]1[CH:3]=[CH:4][C:5]([OH:12])=[C:6]([CH:11]=1)[C:7](OC)=[O:8].[NH3:13]. Given the product [F:1][C:2]1[CH:3]=[CH:4][C:5]([OH:12])=[C:6]([CH:11]=1)[C:7]([NH2:13])=[O:8], predict the reactants needed to synthesize it. (4) Given the product [Cl:31][CH2:32][C:33]([C:3]1[N:4]2[C:5]([CH2:6][N:7]([C:15]([C:17]3[CH:22]=[CH:21][C:20]([C:23]4[CH:28]=[CH:27][CH:26]=[CH:25][C:24]=4[CH3:29])=[C:19]([CH3:30])[CH:18]=3)=[O:16])[C:8]3[CH:14]=[CH:13][CH:12]=[CH:11][C:9]=3[CH2:10]2)=[CH:1][CH:2]=1)=[O:34], predict the reactants needed to synthesize it. The reactants are: [CH:1]1[CH:2]=[CH:3][N:4]2[CH2:10][C:9]3[CH:11]=[CH:12][CH:13]=[CH:14][C:8]=3[N:7]([C:15]([C:17]3[CH:22]=[CH:21][C:20]([C:23]4[CH:28]=[CH:27][CH:26]=[CH:25][C:24]=4[CH3:29])=[C:19]([CH3:30])[CH:18]=3)=[O:16])[CH2:6][C:5]=12.[Cl:31][CH2:32][C:33](Cl)=[O:34].